This data is from Full USPTO retrosynthesis dataset with 1.9M reactions from patents (1976-2016). The task is: Predict the reactants needed to synthesize the given product. (1) The reactants are: [CH3:1][O:2][C:3](=[O:44])[C@@H:4]([NH:14][C:15]([C:17]1[N:18]=[C:19]([CH2:38][CH:39]2[CH2:43][CH2:42][CH2:41][CH2:40]2)[C:20]2[C:25]([CH:26]=1)=[CH:24][CH:23]=[C:22]([O:27][C:28]1[CH:33]=[CH:32][C:31]([C:34]([CH3:37])([CH3:36])[CH3:35])=[CH:30][CH:29]=1)[CH:21]=2)=[O:16])[CH2:5][C:6]1[S:7][C:8]([CH:11]=[CH:12][CH3:13])=[CH:9][CH:10]=1. Given the product [C:34]([C:31]1[CH:30]=[CH:29][C:28]([O:27][C:22]2[CH:21]=[C:20]3[C:25]([CH:26]=[C:17]([C:15]([NH:14][C@@H:4]([CH2:5][C:6]4[S:7][C:8]([CH2:11][CH2:12][CH3:13])=[CH:9][CH:10]=4)[C:3]([OH:44])=[O:2])=[O:16])[N:18]=[C:19]3[CH2:38][CH:39]3[CH2:40][CH2:41][CH2:42][CH2:43]3)=[CH:24][CH:23]=2)=[CH:33][CH:32]=1)([CH3:36])([CH3:35])[CH3:37].[CH3:1][O:2][C:3](=[O:44])[C@@H:4]([NH:14][C:15]([C:17]1[N:18]=[C:19]([CH2:38][CH:39]2[CH2:43][CH2:42][CH2:41][CH2:40]2)[C:20]2[C:25]([CH:26]=1)=[CH:24][CH:23]=[C:22]([O:27][C:28]1[CH:29]=[CH:30][C:31]([C:34]([CH3:36])([CH3:37])[CH3:35])=[CH:32][CH:33]=1)[CH:21]=2)=[O:16])[CH2:5][C:6]1[S:7][C:8]([CH2:11][CH2:12][CH3:13])=[CH:9][CH:10]=1, predict the reactants needed to synthesize it. (2) Given the product [CH2:13]([C:3]1[CH:4]=[CH:5][C:6]([O:8][CH2:9][O:10][CH2:11][CH3:12])=[CH:7][C:2]=1[B:20]([OH:25])[OH:21])[CH3:14], predict the reactants needed to synthesize it. The reactants are: Br[C:2]1[CH:7]=[C:6]([O:8][CH2:9][O:10][CH2:11][CH3:12])[CH:5]=[CH:4][C:3]=1[CH2:13][CH3:14].C([Li])CCC.[B:20](OC(C)C)([O:25]C(C)C)[O:21]C(C)C.Cl. (3) The reactants are: [F:1][C:2]1([F:14])[CH2:6][N:5]([C:7](=[O:10])[CH2:8][OH:9])[C@H:4]([C:11]([NH2:13])=[O:12])[CH2:3]1.CN(C)CCCN(C)C.C(N(CC)CC)C.[C:31]1([S:37](Cl)(=[O:39])=[O:38])[CH:36]=[CH:35][CH:34]=[CH:33][CH:32]=1. Given the product [C:31]1([S:37]([O:9][CH2:8][C:7]([N:5]2[CH2:6][C:2]([F:1])([F:14])[CH2:3][C@H:4]2[C:11]([NH2:13])=[O:12])=[O:10])(=[O:39])=[O:38])[CH:36]=[CH:35][CH:34]=[CH:33][CH:32]=1, predict the reactants needed to synthesize it. (4) The reactants are: [N:1]1[CH:6]=[C:5]([C:7]([O:9]CC)=O)[CH:4]=[N:3][CH:2]=1.[OH-].[NH4+:13]. Given the product [N:1]1[CH:6]=[C:5]([C:7]([NH2:13])=[O:9])[CH:4]=[N:3][CH:2]=1, predict the reactants needed to synthesize it. (5) Given the product [OH:1][C@@:2]12[CH2:21][C@@H:20]([O:22][CH2:23][O:24][CH3:25])[CH2:19][C@H:12]3[O:13][C:14]([CH3:17])([CH3:18])[O:15][CH2:16][C@@:11]13[CH:10]1[CH:5]([C@@:6]3([O:37][CH2:38][O:39][CH3:40])[CH2:32][CH2:31][C@H:30]([C:33]#[N:34])[C@@:7]3([CH3:36])[CH2:8][C@H:9]1[O:26][CH2:27][O:28][CH3:29])[CH2:4][CH2:3]2, predict the reactants needed to synthesize it. The reactants are: [OH:1][C:2]12[CH2:21][CH:20]([O:22][CH2:23][O:24][CH3:25])[CH2:19][CH:12]3[O:13][C:14]([CH3:18])([CH3:17])[O:15][CH2:16][C:11]13[CH:10]1[CH:5]([C:6]3([O:37][CH2:38][O:39][CH3:40])[CH2:32][CH2:31][CH:30]([CH:33]=[N:34]O)[C:7]3([CH3:36])[CH2:8][CH:9]1[O:26][CH2:27][O:28][CH3:29])[CH2:4][CH2:3]2.C(N1C=CN=C1)(N1C=CN=C1)=O.[NH4+].[Cl-].